This data is from Reaction yield outcomes from USPTO patents with 853,638 reactions. The task is: Predict the reaction yield, written as a fraction of the theoretical maximum amount of product (1.0 means a 100% yield; for example, 0.34 means a 34% yield). The reactants are [H-].[Na+].[NH:3]1[CH:7]=[CH:6][CH:5]=[N:4]1.[F:8][C:9]1[CH:16]=[CH:15][C:12]([CH2:13]Br)=[CH:11][CH:10]=1. The catalyst is CN(C)C=O. The product is [F:8][C:9]1[CH:16]=[CH:15][C:12]([CH2:13][N:3]2[CH:7]=[CH:6][CH:5]=[N:4]2)=[CH:11][CH:10]=1. The yield is 1.00.